Binary Classification. Given a miRNA mature sequence and a target amino acid sequence, predict their likelihood of interaction. From a dataset of Experimentally validated miRNA-target interactions with 360,000+ pairs, plus equal number of negative samples. The miRNA is hsa-miR-129-2-3p with sequence AAGCCCUUACCCCAAAAAGCAU. The protein sequence of the target gene is MKSQEEVEVAGIKLCKAMSLGSVTFTDVAIDFSQDEWEWLNLAQRSLYKKVMLENYRNLVSVGLCISKPDVISLLEQEKDPWVIKGGMNRGLCPDLECVWVTKSLSLNQDIYEEKLPPAIIMERLKSYDLECSTLGKNWKCEDLFERELVNQKTHFRQETITHIDTLIEKRDHSNKSGTVFHLNTLSYIKQIFPMEERIFNFHTDKKSLKTHSVVKKHKQDRGEKKLLKCNDCEKIFSKISTLTLHQRIHTGEKPYECIECGKAFSQSAHLAQHQRIHTGEKPFECTECGKAFSQNAHLV.... Result: 0 (no interaction).